From a dataset of Catalyst prediction with 721,799 reactions and 888 catalyst types from USPTO. Predict which catalyst facilitates the given reaction. (1) Reactant: Cl[CH2:2]/[CH:3]=[CH:4]/[C@H:5]1[CH2:10][CH2:9][C@H:8]([CH2:11][CH2:12][N:13]([CH3:27])[S:14]([C:17]2[CH:22]=[CH:21][C:20]([C:23]([F:26])([F:25])[F:24])=[CH:19][CH:18]=2)(=[O:16])=[O:15])[CH2:7][CH2:6]1.[CH2:28]([NH:31][CH3:32])[CH:29]=[CH2:30]. Product: [CH2:28]([N:31]([CH3:32])[CH2:2]/[CH:3]=[CH:4]/[C@H:5]1[CH2:10][CH2:9][C@H:8]([CH2:11][CH2:12][N:13]([CH3:27])[S:14]([C:17]2[CH:22]=[CH:21][C:20]([C:23]([F:26])([F:25])[F:24])=[CH:19][CH:18]=2)(=[O:16])=[O:15])[CH2:7][CH2:6]1)[CH:29]=[CH2:30]. The catalyst class is: 80. (2) Reactant: Cl[CH2:2][C@@H:3]([OH:11])[CH2:4][C:5]#[C:6][Si:7]([CH3:10])([CH3:9])[CH3:8].[NH2:12][CH2:13][CH2:14][OH:15].CO. Product: [OH:15][CH2:14][CH2:13][NH:12][CH2:2][C@@H:3]([OH:11])[CH2:4][C:5]#[C:6][Si:7]([CH3:10])([CH3:9])[CH3:8]. The catalyst class is: 4.